Task: Predict which catalyst facilitates the given reaction.. Dataset: Catalyst prediction with 721,799 reactions and 888 catalyst types from USPTO (1) Reactant: [CH:1]([CH:3]([CH2:8][C:9]1[CH:10]=[N:11][N:12]([CH3:14])[CH:13]=1)[C:4]([O:6]C)=O)=O.C([O-])([O-])=O.[K+].[K+].[Cl:21][C:22]1[CH:27]=[CH:26][C:25]([O:28][C:29]2[CH:34]=[CH:33][C:32]([CH2:35][CH2:36][N:37]([CH3:41])[C:38]([NH2:40])=[NH:39])=[CH:31][CH:30]=2)=[CH:24][C:23]=1[C:42]([F:45])([F:44])[F:43]. Product: [Cl:21][C:22]1[CH:27]=[CH:26][C:25]([O:28][C:29]2[CH:34]=[CH:33][C:32]([CH2:35][CH2:36][N:37]([CH3:41])[C:38]3[NH:40][CH:1]=[C:3]([CH2:8][C:9]4[CH:10]=[N:11][N:12]([CH3:14])[CH:13]=4)[C:4](=[O:6])[N:39]=3)=[CH:31][CH:30]=2)=[CH:24][C:23]=1[C:42]([F:43])([F:44])[F:45]. The catalyst class is: 37. (2) Reactant: Cl[C:2]1[CH:3]=[C:4]([C:9](=[N:13]O)[C:10](=[O:12])[CH3:11])[CH:5]=[CH:6][C:7]=1Cl. Product: [NH2:13][CH:9]([CH:4]1[CH2:5][CH2:6][CH2:7][CH2:2][CH2:3]1)[CH:10]([OH:12])[CH3:11]. The catalyst class is: 867. (3) Reactant: [Cl:1][C:2]1[CH:3]=[N:4][CH:5]=[CH:6][C:7]=1[CH2:8]O.S(Cl)([Cl:12])=O.C(=O)(O)[O-].[Na+]. Product: [Cl:1][C:2]1[CH:3]=[N:4][CH:5]=[CH:6][C:7]=1[CH2:8][Cl:12]. The catalyst class is: 22. (4) Reactant: [CH3:1][O:2][C:3]1[CH:4]=[C:5]([NH:9][CH:10]([C:14]2[CH:19]=[CH:18][CH:17]=[CH:16][CH:15]=2)[C:11]([OH:13])=[O:12])[CH:6]=[CH:7][CH:8]=1.C1C=CC2N(O)N=NC=2C=1.C1CCC(N=C=NC2CCCCC2)CC1.[N:45]12[CH2:52][CH2:51][CH:48]([CH2:49][CH2:50]1)[C@@H:47](O)[CH2:46]2. Product: [N:45]12[CH2:52][CH2:51][CH:48]([CH2:49][CH2:50]1)[C@@H:47]([O:12][C:11](=[O:13])[CH:10]([NH:9][C:5]1[CH:6]=[CH:7][CH:8]=[C:3]([O:2][CH3:1])[CH:4]=1)[C:14]1[CH:19]=[CH:18][CH:17]=[CH:16][CH:15]=1)[CH2:46]2. The catalyst class is: 1. (5) Reactant: [CH2:1]([C@H:8]([NH:26][C:27]([C:29]1[N:33]2[CH2:34][CH2:35][N:36]([C:38]([O:40][C:41]([CH3:44])([CH3:43])[CH3:42])=[O:39])[CH2:37][C:32]2=[C:31]([C:45]([O:47]C)=[O:46])[CH:30]=1)=[O:28])[C@H:9]([OH:25])[CH2:10][NH:11][C:12]1([C:15]2[CH:20]=[CH:19][CH:18]=[C:17]([C:21]([F:24])([F:23])[F:22])[CH:16]=2)[CH2:14][CH2:13]1)[C:2]1[CH:7]=[CH:6][CH:5]=[CH:4][CH:3]=1.[OH-].[Na+].Cl. Product: [CH2:1]([C@H:8]([NH:26][C:27]([C:29]1[N:33]2[CH2:34][CH2:35][N:36]([C:38]([O:40][C:41]([CH3:44])([CH3:42])[CH3:43])=[O:39])[CH2:37][C:32]2=[C:31]([C:45]([OH:47])=[O:46])[CH:30]=1)=[O:28])[C@H:9]([OH:25])[CH2:10][NH:11][C:12]1([C:15]2[CH:20]=[CH:19][CH:18]=[C:17]([C:21]([F:24])([F:23])[F:22])[CH:16]=2)[CH2:13][CH2:14]1)[C:2]1[CH:3]=[CH:4][CH:5]=[CH:6][CH:7]=1. The catalyst class is: 5. (6) Reactant: [CH:1]([CH:4]1[CH2:9][CH2:8][CH2:7][CH:6]([CH:10]([CH3:15])[C:11](=[CH2:14])[CH:12]=[O:13])[CH2:5]1)([CH3:3])[CH3:2]. Product: [CH:1]([CH:4]1[CH2:9][CH2:8][CH2:7][CH:6]([CH:10]([CH3:15])[CH:11]([CH3:14])[CH:12]=[O:13])[CH2:5]1)([CH3:3])[CH3:2]. The catalyst class is: 19. (7) Reactant: [Si:1]([O:8][CH2:9][C@@H:10]([C:12]1[CH:13]=[N:14][C:15]([CH:18]([F:20])[F:19])=[CH:16][CH:17]=1)[OH:11])([C:4]([CH3:7])([CH3:6])[CH3:5])([CH3:3])[CH3:2].[CH3:21][S:22](Cl)(=[O:24])=[O:23].CCN(CC)CC.O. Product: [CH3:21][S:22]([O:11][C@H:10]([C:12]1[CH:13]=[N:14][C:15]([CH:18]([F:20])[F:19])=[CH:16][CH:17]=1)[CH2:9][O:8][Si:1]([C:4]([CH3:7])([CH3:6])[CH3:5])([CH3:3])[CH3:2])(=[O:24])=[O:23]. The catalyst class is: 2. (8) Reactant: [CH3:1][O:2][C:3]1[C:8]2[NH:9][C:10]([C:12]3[S:13][CH:14]=[CH:15][CH:16]=3)=[N:11][C:7]=2[C:6](C(O)=O)=[CH:5][CH:4]=1.P(N=[N+]=[N-])([O:29][C:30]1C=CC=CC=1)(OC1C=CC=CC=1)=O.C([N:41](CC)CC)C.[CH3:46][C:47]([OH:50])([CH3:49])[CH3:48]. The catalyst class is: 12. Product: [CH3:1][O:2][C:3]1[C:8]2[NH:9][C:10]([C:12]3[S:13][CH:14]=[CH:15][CH:16]=3)=[N:11][C:7]=2[C:6]([NH:41][C:30](=[O:29])[O:50][C:47]([CH3:49])([CH3:48])[CH3:46])=[CH:5][CH:4]=1.